Dataset: Full USPTO retrosynthesis dataset with 1.9M reactions from patents (1976-2016). Task: Predict the reactants needed to synthesize the given product. (1) Given the product [CH3:24][C:14]1[CH:19]=[CH:18][C:17]([S:20]([O:13][CH2:12][CH:9]2[CH2:8][C:7]3[CH:6]=[CH:5][CH:4]=[C:3]([O:2][CH3:1])[C:11]=3[O:10]2)(=[O:22])=[O:21])=[CH:16][CH:15]=1, predict the reactants needed to synthesize it. The reactants are: [CH3:1][O:2][C:3]1[C:11]2[O:10][CH:9]([CH2:12][OH:13])[CH2:8][C:7]=2[CH:6]=[CH:5][CH:4]=1.[C:14]1([CH3:24])[CH:19]=[CH:18][C:17]([S:20](Cl)(=[O:22])=[O:21])=[CH:16][CH:15]=1.C(N(CC)CC)C. (2) Given the product [C:1]([N:4]1[C:13]2[C:8](=[CH:9][C:10]([O:26][CH3:27])=[C:11]([CH2:14][CH2:15][N:16]3[CH2:17][CH2:18][C:19](=[O:20])[CH2:24][CH2:25]3)[CH:12]=2)[CH2:7][CH2:6][CH2:5]1)(=[O:3])[CH3:2], predict the reactants needed to synthesize it. The reactants are: [C:1]([N:4]1[C:13]2[C:8](=[CH:9][C:10]([O:26][CH3:27])=[C:11]([CH2:14][CH2:15][N:16]3[CH2:25][CH2:24][C:19]4(OCC[O:20]4)[CH2:18][CH2:17]3)[CH:12]=2)[CH2:7][CH2:6][CH2:5]1)(=[O:3])[CH3:2].C(=O)(O)[O-].[Na+]. (3) Given the product [ClH:20].[CH:16]1([C:13]2[CH:14]=[CH:15][C:10]([C@@H:8]([NH2:7])[CH3:9])=[N:11][CH:12]=2)[CH2:18][CH2:17]1, predict the reactants needed to synthesize it. The reactants are: C(OC(=O)[NH:7][C@H:8]([C:10]1[CH:15]=[CH:14][C:13]([CH:16]2[CH2:18][CH2:17]2)=[CH:12][N:11]=1)[CH3:9])(C)(C)C.[ClH:20].O1CCOCC1. (4) Given the product [CH2:30]([N:17]([C:10]1[CH:9]=[C:8]2[C:16]3[C:4]([CH3:3])([CH2:5][CH2:6][CH2:7]2)[CH2:15][CH2:14][CH2:13][C:12]=3[CH:11]=1)[C:18]1[CH:19]=[CH:20][C:21]([C:22]([O:24][CH2:25][CH3:26])=[O:23])=[CH:27][CH:28]=1)[CH3:31], predict the reactants needed to synthesize it. The reactants are: [H-].[Na+].[CH3:3][C:4]12[C:16]3[C:8](=[CH:9][C:10]([NH:17][C:18]4[CH:28]=[CH:27][C:21]([C:22]([O:24][CH2:25][CH3:26])=[O:23])=[CH:20][CH:19]=4)=[CH:11][C:12]=3[CH2:13][CH2:14][CH2:15]1)[CH2:7][CH2:6][CH2:5]2.Br[CH2:30][CH3:31].[Cl-].[NH4+]. (5) The reactants are: [CH2:1]([C:5]1[CH:10]=[CH:9][C:8]([N:11]=[C:12]=[O:13])=[CH:7][CH:6]=1)[CH2:2][CH2:3][CH3:4].[CH3:14][NH:15][C:16]1[CH:17]=[C:18]([C:22]2[CH:27]=[CH:26][C:25]([CH2:28][CH2:29][C:30]([O:32][CH2:33][CH3:34])=[O:31])=[CH:24][CH:23]=2)[CH:19]=[CH:20][CH:21]=1. Given the product [CH2:1]([C:5]1[CH:10]=[CH:9][C:8]([NH:11][C:12](=[O:13])[N:15]([C:16]2[CH:17]=[C:18]([C:22]3[CH:27]=[CH:26][C:25]([CH2:28][CH2:29][C:30]([O:32][CH2:33][CH3:34])=[O:31])=[CH:24][CH:23]=3)[CH:19]=[CH:20][CH:21]=2)[CH3:14])=[CH:7][CH:6]=1)[CH2:2][CH2:3][CH3:4], predict the reactants needed to synthesize it. (6) Given the product [CH2:1]([O:3][CH2:4][CH2:5][O:6][C:7]1[CH:12]=[C:11]([CH3:13])[C:10]([C:14]2[CH:19]=[CH:18][CH:17]=[C:16]([CH2:20][O:21][C:22]3[CH:23]=[CH:24][C:25]([CH2:28][CH2:29][C:30]([OH:32])=[O:31])=[CH:26][CH:27]=3)[CH:15]=2)=[C:9]([CH3:34])[CH:8]=1)[CH3:2], predict the reactants needed to synthesize it. The reactants are: [CH2:1]([O:3][CH2:4][CH2:5][O:6][C:7]1[CH:12]=[C:11]([CH3:13])[C:10]([C:14]2[CH:19]=[CH:18][CH:17]=[C:16]([CH2:20][O:21][C:22]3[CH:27]=[CH:26][C:25]([CH2:28][CH2:29][C:30]([O:32]C)=[O:31])=[CH:24][CH:23]=3)[CH:15]=2)=[C:9]([CH3:34])[CH:8]=1)[CH3:2]. (7) Given the product [CH3:23][O:24][C:25]1[C:26]2[C:31]([C:32]([O:44][CH3:45])=[C:33]3[C:38]=1[CH:37]=[C:36]([S:39]([O-:42])(=[O:40])=[O:41])[CH:35]=[CH:34]3)=[CH:30][CH:29]=[CH:28][CH:27]=2.[C:19]([C:16]1[CH:17]=[CH:18][C:13]([I+:12][C:9]2[CH:8]=[CH:7][C:6]([C:2]([CH3:5])([CH3:4])[CH3:3])=[CH:11][CH:10]=2)=[CH:14][CH:15]=1)([CH3:22])([CH3:21])[CH3:20], predict the reactants needed to synthesize it. The reactants are: [Cl-].[C:2]([C:6]1[CH:11]=[CH:10][C:9]([I+:12][C:13]2[CH:18]=[CH:17][C:16]([C:19]([CH3:22])([CH3:21])[CH3:20])=[CH:15][CH:14]=2)=[CH:8][CH:7]=1)([CH3:5])([CH3:4])[CH3:3].[CH3:23][O:24][C:25]1[C:26]2[C:31]([C:32]([O:44][CH3:45])=[C:33]3[C:38]=1[CH:37]=[C:36]([S:39]([O:42]C)(=[O:41])=[O:40])[CH:35]=[CH:34]3)=[CH:30][CH:29]=[CH:28][CH:27]=2.